Dataset: Catalyst prediction with 721,799 reactions and 888 catalyst types from USPTO. Task: Predict which catalyst facilitates the given reaction. (1) Product: [C:3]1([CH3:8])[CH:4]=[C:5]([CH3:7])[CH:6]=[C:1]([CH3:16])[C:2]=1[NH:9][CH:10]1[CH2:15][CH2:14][N:13]([CH2:18][CH2:19][C:20]2([CH2:26][C:27]([O:29][CH3:30])=[O:28])[CH2:25][CH2:24][CH2:23][CH2:22][CH2:21]2)[CH2:12][CH2:11]1. The catalyst class is: 9. Reactant: [C:1]1([CH3:16])[CH:6]=[C:5]([CH3:7])[CH:4]=[C:3]([CH3:8])[C:2]=1[NH:9][CH:10]1[CH2:15][CH2:14][NH:13][CH2:12][CH2:11]1.Br[CH2:18][CH2:19][C:20]1([CH2:26][C:27]([O:29][CH3:30])=[O:28])[CH2:25][CH2:24][CH2:23][CH2:22][CH2:21]1.C(=O)([O-])[O-].[K+].[K+].C(Cl)(Cl)Cl. (2) Reactant: CC([CH:5]1[CH2:10][CH:9]([N:11]2[C:19]3[C:14](=[C:15]([C:26]([NH2:28])=[O:27])[CH:16]=[C:17]([C:20]4[CH:25]=[CH:24][CH:23]=[CH:22][CH:21]=4)[CH:18]=3)[CH:13]=[N:12]2)[CH2:8][CH2:7][N:6]1C([O-])=O)(C)C.Cl. Product: [C:20]1([C:17]2[CH:16]=[C:15]([C:26]([NH2:28])=[O:27])[C:14]3[CH:13]=[N:12][N:11]([CH:9]4[CH2:10][CH2:5][NH:6][CH2:7][CH2:8]4)[C:19]=3[CH:18]=2)[CH:21]=[CH:22][CH:23]=[CH:24][CH:25]=1. The catalyst class is: 5. (3) Reactant: Br[CH2:2][C:3]1[C:8]([CH3:9])=[CH:7][CH:6]=[CH:5][C:4]=1[N:10]1[C:14](=[O:15])[N:13]([CH3:16])[N:12]=[N:11]1.[OH:17][C:18]1[CH:31]=[CH:30][C:21]([C:22]([C:24]2[CH:29]=[CH:28][CH:27]=[CH:26][CH:25]=2)=[O:23])=[CH:20][C:19]=1[CH3:32].C(=O)([O-])[O-].[K+].[K+].C(#N)C. Product: [C:22]([C:21]1[CH:30]=[CH:31][C:18]([O:17][CH2:2][C:3]2[C:8]([CH3:9])=[CH:7][CH:6]=[CH:5][C:4]=2[N:10]2[C:14](=[O:15])[N:13]([CH3:16])[N:12]=[N:11]2)=[C:19]([CH3:32])[CH:20]=1)(=[O:23])[C:24]1[CH:25]=[CH:26][CH:27]=[CH:28][CH:29]=1. The catalyst class is: 6. (4) Reactant: [Br:1][C:2]1[CH:3]=[C:4]2[C:9](=[N:10][CH:11]=1)[N:8]([CH2:12][CH3:13])[CH:7]=[C:6]([C:14]([OH:16])=[O:15])[C:5]2=[O:17].[C:18]1(P(C2C=CC=CC=2)C2C=CC=CC=2)[CH:23]=CC=C[CH:19]=1.N(C(OCC)=O)=NC(OCC)=[O:40]. Product: [Br:1][C:2]1[CH:3]=[C:4]2[C:9](=[N:10][CH:11]=1)[N:8]([CH2:12][CH3:13])[CH:7]=[C:6]([C:14]([O:16][CH2:19][CH2:18][CH2:23][OH:40])=[O:15])[C:5]2=[O:17]. The catalyst class is: 7. (5) The catalyst class is: 5. Reactant: [Cl:1][C:2]1[C:7]([Cl:8])=[CH:6][CH:5]=[CH:4][C:3]=1[S:9]([NH:12][C:13]1[C:18](Cl)=[N:17][C:16]([Cl:20])=[CH:15][N:14]=1)(=[O:11])=[O:10].[CH3:21][O-:22].[Na+]. Product: [Cl:1][C:2]1[C:7]([Cl:8])=[CH:6][CH:5]=[CH:4][C:3]=1[S:9]([NH:12][C:13]1[C:18]([O:22][CH3:21])=[N:17][C:16]([Cl:20])=[CH:15][N:14]=1)(=[O:11])=[O:10]. (6) Reactant: [Cl:1][C:2]1[CH:7]=[CH:6][C:5]([C:8](=[CH:19]N(C)C)[C:9]([C:11]2[CH:16]=[CH:15][C:14]([Cl:17])=[CH:13][C:12]=2[Cl:18])=O)=[CH:4][CH:3]=1.Cl.[C:24]([NH2:27])(=[NH:26])[CH3:25].CC(C)([O-])C.[K+]. Product: [Cl:1][C:2]1[CH:3]=[CH:4][C:5]([C:8]2[C:9]([C:11]3[CH:16]=[CH:15][C:14]([Cl:17])=[CH:13][C:12]=3[Cl:18])=[N:26][C:24]([CH3:25])=[N:27][CH:19]=2)=[CH:6][CH:7]=1. The catalyst class is: 162.